This data is from Full USPTO retrosynthesis dataset with 1.9M reactions from patents (1976-2016). The task is: Predict the reactants needed to synthesize the given product. (1) Given the product [OH:11][B:9]1[C:8]2[CH:12]=[C:13]([O:17][C:18]3[CH:23]=[CH:22][CH:21]=[CH:20][CH:19]=3)[CH:14]=[C:15]([CH3:16])[C:7]=2[CH:6]([CH2:5][C:4]([OH:24])=[O:3])[O:10]1, predict the reactants needed to synthesize it. The reactants are: C([O:3][C:4](=[O:24])[CH2:5][CH:6]1[O:10][B:9]([OH:11])[C:8]2[CH:12]=[C:13]([O:17][C:18]3[CH:23]=[CH:22][CH:21]=[CH:20][CH:19]=3)[CH:14]=[C:15]([CH3:16])[C:7]1=2)C.[OH-].[Li+].Cl. (2) Given the product [F:4][C:5]1[CH:14]=[C:13]2[C:8]([CH:9]=[C:10]([O:15][S:25]([C:24]([F:37])([F:36])[F:23])(=[O:27])=[O:26])[N:11]=[CH:12]2)=[CH:7][CH:6]=1, predict the reactants needed to synthesize it. The reactants are: C(Cl)Cl.[F:4][C:5]1[CH:14]=[C:13]2[C:8]([CH:9]=[C:10]([OH:15])[N:11]=[CH:12]2)=[CH:7][CH:6]=1.C(N(CC)CC)C.[F:23][C:24]([F:37])([F:36])[S:25](O[S:25]([C:24]([F:37])([F:36])[F:23])(=[O:27])=[O:26])(=[O:27])=[O:26]. (3) Given the product [Br:1][C:2]1[CH:3]=[C:4]2[C:8](=[CH:9][CH:10]=1)[N:7]([CH2:12][CH2:13][Cl:14])[N:6]=[CH:5]2, predict the reactants needed to synthesize it. The reactants are: [Br:1][C:2]1[CH:3]=[C:4]2[C:8](=[CH:9][CH:10]=1)[NH:7][N:6]=[CH:5]2.Br[CH2:12][CH2:13][Cl:14].C([O-])([O-])=O.[K+].[K+]. (4) Given the product [OH:8][C:9]1[CH:10]=[CH:11][C:12]([C:15]2[S:16][CH:17]=[C:18]([C:20]([C:22]3[CH:27]=[C:26]([O:28][CH3:29])[C:25]([O:30][CH3:31])=[C:24]([O:32][CH3:33])[CH:23]=3)=[O:21])[N:19]=2)=[CH:13][CH:14]=1, predict the reactants needed to synthesize it. The reactants are: [Si]([O:8][C:9]1[CH:14]=[CH:13][C:12]([C:15]2[S:16][CH2:17][C@@H:18]([C:20]([C:22]3[CH:27]=[C:26]([O:28][CH3:29])[C:25]([O:30][CH3:31])=[C:24]([O:32][CH3:33])[CH:23]=3)=[O:21])[N:19]=2)=[CH:11][CH:10]=1)(C(C)(C)C)(C)C.[F-].C([N+](CCCC)(CCCC)CCCC)CCC.C1COCC1. (5) Given the product [CH3:1][C:2]1[C:6]2[CH:7]=[C:8]([O:11][CH2:12][CH:13]3[O:18][CH2:17][CH2:16][N:15]([CH3:19])[CH2:14]3)[CH:9]=[CH:10][C:5]=2[O:4][C:3]=1[C:20]([OH:22])=[O:21], predict the reactants needed to synthesize it. The reactants are: [CH3:1][C:2]1[C:6]2[CH:7]=[C:8]([O:11][CH2:12][CH:13]3[O:18][CH2:17][CH2:16][N:15]([CH3:19])[CH2:14]3)[CH:9]=[CH:10][C:5]=2[O:4][C:3]=1[C:20]([O:22]CC)=[O:21].[OH-].[Li+]. (6) Given the product [CH3:1][O:2][C:3](=[O:14])[C:4]1[CH:9]=[C:8]([N+:10]([O-:12])=[O:11])[CH:7]=[C:6]([NH:13][S:25]([CH2:24][CH2:23][CH2:22][Cl:21])(=[O:27])=[O:26])[CH:5]=1, predict the reactants needed to synthesize it. The reactants are: [CH3:1][O:2][C:3](=[O:14])[C:4]1[CH:9]=[C:8]([N+:10]([O-:12])=[O:11])[CH:7]=[C:6]([NH2:13])[CH:5]=1.N1C=CC=CC=1.[Cl:21][CH2:22][CH2:23][CH2:24][S:25](Cl)(=[O:27])=[O:26]. (7) Given the product [OH:29][C:9]([C:6]1[CH:7]=[CH:8][C:3]([C:1]#[N:2])=[CH:4][CH:5]=1)([C:23]1[N:27]([CH3:28])[CH:26]=[N:25][CH:24]=1)[CH2:10][OH:11], predict the reactants needed to synthesize it. The reactants are: [C:1]([C:3]1[CH:8]=[CH:7][C:6]([C:9]([OH:29])([C:23]2[N:27]([CH3:28])[CH:26]=[N:25][CH:24]=2)[C:10](O[C@@H]2C[C@H](C)CC[C@H]2C(C)C)=[O:11])=[CH:5][CH:4]=1)#[N:2].[Li+].[BH4-].C(O)(=O)CC(CC(O)=O)(C(O)=O)O.